From a dataset of Forward reaction prediction with 1.9M reactions from USPTO patents (1976-2016). Predict the product of the given reaction. (1) Given the reactants [O:1]=[C:2]1[C@@H:6]2[N:7]([C@H:10]([C:12]3[CH:17]=[CH:16][CH:15]=[CH:14][CH:13]=3)[CH3:11])[CH2:8][CH2:9][C@@H:5]2[CH2:4][N:3]1C(OC(C)(C)C)=O.FC(F)(F)C(O)=O, predict the reaction product. The product is: [C:12]1([C@@H:10]([N:7]2[CH2:8][CH2:9][C@H:5]3[CH2:4][NH:3][C:2](=[O:1])[C@@H:6]23)[CH3:11])[CH:17]=[CH:16][CH:15]=[CH:14][CH:13]=1. (2) Given the reactants Br[C:2]1[CH:11]=[CH:10][C:9]2[N:4]([CH:5]=[CH:6][C:7](=[O:20])[C:8]=2[C:12]2[C:17]([F:18])=[CH:16][CH:15]=[CH:14][C:13]=2[F:19])[CH:3]=1.[C:21]([C:23]1[CH:28]=[CH:27][C:26]([F:29])=[CH:25][C:24]=1[F:30])#[CH:22].C(N(CC)CC)C, predict the reaction product. The product is: [F:19][C:13]1[CH:14]=[CH:15][CH:16]=[C:17]([F:18])[C:12]=1[C:8]1[C:7](=[O:20])[CH:6]=[CH:5][N:4]2[C:9]=1[CH:10]=[CH:11][C:2]([C:22]#[C:21][C:23]1[CH:28]=[CH:27][C:26]([F:29])=[CH:25][C:24]=1[F:30])=[CH:3]2. (3) Given the reactants [Cl:1][C:2]1[CH:7]=[CH:6][C:5]([NH:8][C:9](=[O:14])[C:10]([CH3:13])([CH3:12])[CH3:11])=[CH:4][CH:3]=1.C([Li])CCC.[CH2:20]([C:22]1[C:23]([O:36][CH3:37])=[C:24]([C:28](N2CCOCC2)=[O:29])[CH:25]=[CH:26][CH:27]=1)[CH3:21].[Cl-].[NH4+], predict the reaction product. The product is: [Cl:1][C:2]1[CH:3]=[CH:4][C:5]([NH:8][C:9](=[O:14])[C:10]([CH3:11])([CH3:13])[CH3:12])=[C:6]([C:28](=[O:29])[C:24]2[CH:25]=[CH:26][CH:27]=[C:22]([CH2:20][CH3:21])[C:23]=2[O:36][CH3:37])[CH:7]=1. (4) Given the reactants [F:1][C:2]([F:22])([F:21])[C:3]1[CH:8]=[CH:7][C:6]([C:9]2[N:14]=[C:13]([CH:15]([OH:20])[CH2:16][CH2:17][CH2:18][CH3:19])[CH:12]=[CH:11][CH:10]=2)=[CH:5][CH:4]=1.O[C:24]1[CH:29]=[CH:28][C:27]([CH2:30][CH2:31][C:32]([O:34][CH2:35][CH3:36])=[O:33])=[CH:26][CH:25]=1.P(CCCC)(CCCC)CCCC, predict the reaction product. The product is: [F:22][C:2]([F:21])([F:1])[C:3]1[CH:4]=[CH:5][C:6]([C:9]2[N:14]=[C:13]([CH:15]([O:20][C:24]3[CH:29]=[CH:28][C:27]([CH2:30][CH2:31][C:32]([O:34][CH2:35][CH3:36])=[O:33])=[CH:26][CH:25]=3)[CH2:16][CH2:17][CH2:18][CH3:19])[CH:12]=[CH:11][CH:10]=2)=[CH:7][CH:8]=1. (5) Given the reactants [OH:1][CH:2]1[CH2:7][CH2:6][N:5]([C:8]([O:10][C:11]([CH3:14])([CH3:13])[CH3:12])=[O:9])[CH2:4][CH2:3]1.ClC(Cl)(O[C:19](=[O:25])OC(Cl)(Cl)Cl)Cl.[CH:27]([N:30]1[CH2:35][CH2:34][NH:33][CH2:32][CH2:31]1)([CH3:29])[CH3:28], predict the reaction product. The product is: [CH:27]([N:30]1[CH2:35][CH2:34][N:33]([C:19]([O:1][CH:2]2[CH2:3][CH2:4][N:5]([C:8]([O:10][C:11]([CH3:14])([CH3:13])[CH3:12])=[O:9])[CH2:6][CH2:7]2)=[O:25])[CH2:32][CH2:31]1)([CH3:29])[CH3:28]. (6) Given the reactants Cl.C[O:3][C:4]1[CH:9]=[CH:8][C:7]([S:10]([N:13]([CH3:15])[CH3:14])(=[O:12])=[O:11])=[CH:6][C:5]=1[C:16]1[CH:25]=[CH:24][C:23]2[C:18](=[CH:19][CH:20]=[C:21]([O:26]C)[CH:22]=2)[C:17]=1[C:28](=[O:44])[C:29]1[CH:34]=[CH:33][C:32]([O:35][CH2:36][CH2:37][N:38]2[CH2:43][CH2:42][CH2:41][CH2:40][CH2:39]2)=[CH:31][CH:30]=1.B(Br)(Br)Br, predict the reaction product. The product is: [OH:3][C:4]1[CH:9]=[CH:8][C:7]([S:10]([N:13]([CH3:14])[CH3:15])(=[O:11])=[O:12])=[CH:6][C:5]=1[C:16]1[CH:25]=[CH:24][C:23]2[C:18](=[CH:19][CH:20]=[C:21]([OH:26])[CH:22]=2)[C:17]=1[C:28](=[O:44])[C:29]1[CH:34]=[CH:33][C:32]([O:35][CH2:36][CH2:37][N:38]2[CH2:43][CH2:42][CH2:41][CH2:40][CH2:39]2)=[CH:31][CH:30]=1.